From a dataset of Reaction yield outcomes from USPTO patents with 853,638 reactions. Predict the reaction yield, written as a fraction of the theoretical maximum amount of product (1.0 means a 100% yield; for example, 0.34 means a 34% yield). (1) The reactants are [Cl:1][C:2]1[CH:3]=[CH:4][C:5]2[N:6]([C:8]([CH2:14]O)=[C:9]([CH:11]3[CH2:13][CH2:12]3)[N:10]=2)[N:7]=1.[F:16][C:17]([F:25])=[CH:18][CH:19]1[CH2:23][NH:22][C:21](=[O:24])[CH2:20]1. The catalyst is C1(C)C=CC=CC=1. The product is [Cl:1][C:2]1[CH:3]=[CH:4][C:5]2[N:6]([C:8]([CH2:14][N:22]3[CH2:23][CH:19]([CH:18]=[C:17]([F:25])[F:16])[CH2:20][C:21]3=[O:24])=[C:9]([CH:11]3[CH2:12][CH2:13]3)[N:10]=2)[N:7]=1. The yield is 0.280. (2) The reactants are [CH2:1]1[C:6]2([CH2:11][CH2:10][N:9](C(OC(C)(C)C)=O)[CH2:8][CH2:7]2)[CH2:5][N:4]([C:19]([O:21][CH2:22][C:23]2[CH:28]=[CH:27][CH:26]=[CH:25][CH:24]=2)=[O:20])[CH2:3][CH2:2]1.O1CCOCC1.[ClH:35]. The catalyst is CC(OC)(C)C. The product is [ClH:35].[CH2:1]1[C:6]2([CH2:11][CH2:10][NH:9][CH2:8][CH2:7]2)[CH2:5][N:4]([C:19]([O:21][CH2:22][C:23]2[CH:24]=[CH:25][CH:26]=[CH:27][CH:28]=2)=[O:20])[CH2:3][CH2:2]1. The yield is 0.950. (3) The reactants are Cl.[NH2:2][C:3]1([C:6]([O:8][CH2:9][CH3:10])=[O:7])[CH2:5][CH2:4]1.C([O-])(O)=O.[Na+].Cl[C:17]([O:19][CH2:20][C:21]1[CH:26]=[CH:25][CH:24]=[CH:23][CH:22]=1)=[O:18]. The catalyst is C(OCC)(=O)C.O. The product is [CH2:20]([O:19][C:17]([NH:2][C:3]1([C:6]([O:8][CH2:9][CH3:10])=[O:7])[CH2:5][CH2:4]1)=[O:18])[C:21]1[CH:26]=[CH:25][CH:24]=[CH:23][CH:22]=1. The yield is 0.910. (4) The reactants are [C:1]([O:5][C:6](=[O:18])[NH:7][C@H:8]([CH2:16][OH:17])[CH2:9][C:10]1[CH:15]=[CH:14][CH:13]=[CH:12][CH:11]=1)([CH3:4])([CH3:3])[CH3:2].C(N(CC)CC)C.[CH3:26][S:27](Cl)(=[O:29])=[O:28]. The catalyst is C(Cl)Cl.CCOC(C)=O. The product is [C:1]([O:5][C:6]([NH:7][C@@H:8]([CH2:9][C:10]1[CH:15]=[CH:14][CH:13]=[CH:12][CH:11]=1)[CH2:16][O:17][S:27]([CH3:26])(=[O:29])=[O:28])=[O:18])([CH3:3])([CH3:2])[CH3:4]. The yield is 0.990. (5) The reactants are Cl.[O:2]([NH2:4])[CH3:3].C(=O)([O-])[O-].[K+].[K+].[CH:11]([C:13]1[CH:14]=[C:15]([C:19]#[C:20][C:21]2[CH:22]=[C:23]([CH:26]=[CH:27][CH:28]=2)[C:24]#[N:25])[CH:16]=[N:17][CH:18]=1)=O. No catalyst specified. The product is [CH3:3][O:2][N:4]=[CH:11][C:13]1[CH:14]=[C:15]([C:19]#[C:20][C:21]2[CH:22]=[C:23]([CH:26]=[CH:27][CH:28]=2)[C:24]#[N:25])[CH:16]=[N:17][CH:18]=1. The yield is 0.750. (6) The reactants are [CH3:1][C:2]1([CH3:27])[CH2:26][O:25][C:5]2([C:13]3[C:8](=[CH:9][CH:10]=[C:11]([NH:14][S:15]([CH3:18])(=[O:17])=[O:16])[CH:12]=3)[N:7]([CH2:19][C:20]([O:22][CH3:23])=[O:21])[C:6]2=[O:24])[O:4][CH2:3]1.Cl.Cl[CH2:30][CH2:31][N:32]1[CH2:37][CH2:36][O:35][CH2:34][CH2:33]1.C([O-])([O-])=O.[K+].[K+]. The product is [CH3:1][C:2]1([CH3:27])[CH2:3][O:4][C:5]2([C:13]3[C:8](=[CH:9][CH:10]=[C:11]([N:14]([CH2:30][CH2:31][N:32]4[CH2:37][CH2:36][O:35][CH2:34][CH2:33]4)[S:15]([CH3:18])(=[O:17])=[O:16])[CH:12]=3)[N:7]([CH2:19][C:20]([O:22][CH3:23])=[O:21])[C:6]2=[O:24])[O:25][CH2:26]1. The yield is 0.880. The catalyst is CN(C=O)C. (7) The yield is 0.500. The reactants are Cl[C:2]1[N:3]([CH2:25][CH:26]2[CH2:30][CH2:29][O:28][CH2:27]2)[C:4]2[C:9]([N:10]=1)=[C:8]([N:11]1[CH2:16][CH2:15][O:14][CH2:13][CH2:12]1)[N:7]=[C:6]([C:17]1[CH:18]=[N:19][C:20]([NH:23][CH3:24])=[N:21][CH:22]=1)[N:5]=2.[NH:31]1[CH2:36][CH2:35][O:34][CH2:33][CH2:32]1. The product is [N:11]1([C:8]2[N:7]=[C:6]([C:17]3[CH:18]=[N:19][C:20]([NH:23][CH3:24])=[N:21][CH:22]=3)[N:5]=[C:4]3[C:9]=2[N:10]=[C:2]([N:31]2[CH2:36][CH2:35][O:34][CH2:33][CH2:32]2)[N:3]3[CH2:25][CH:26]2[CH2:30][CH2:29][O:28][CH2:27]2)[CH2:16][CH2:15][O:14][CH2:13][CH2:12]1. The catalyst is CS(C)=O.